Dataset: Full USPTO retrosynthesis dataset with 1.9M reactions from patents (1976-2016). Task: Predict the reactants needed to synthesize the given product. Given the product [CH3:1][C@H:2]1[C@:19]([OH:24])([C:20]([CH2:22][OH:23])=[O:21])[C@:18]2([CH3:25])[C@H:4]([C@H:5]3[C@:15]([F:27])([C@@H:16]([OH:26])[CH2:17]2)[C@:14]2([CH3:28])[C:8](=[CH:9][C:10]([CH:12]=[CH:13]2)=[O:11])[CH2:7][CH2:6]3)[CH2:3]1.[C:29]([O-:34])(=[O:35])[CH2:30][CH2:31][C:32]([O-:11])=[O:33], predict the reactants needed to synthesize it. The reactants are: [CH3:1][C@H:2]1[C@:19]([OH:24])([C:20]([CH2:22][OH:23])=[O:21])[C@:18]2([CH3:25])[C@H:4]([C@H:5]3[C@:15]([F:27])([C@@H:16]([OH:26])[CH2:17]2)[C@:14]2([CH3:28])[C:8](=[CH:9][C:10]([CH:12]=[CH:13]2)=[O:11])[CH2:7][CH2:6]3)[CH2:3]1.[C:29]1(=[O:35])[O:34][C:32](=[O:33])[CH2:31][CH2:30]1.